Dataset: Peptide-MHC class II binding affinity with 134,281 pairs from IEDB. Task: Regression. Given a peptide amino acid sequence and an MHC pseudo amino acid sequence, predict their binding affinity value. This is MHC class II binding data. (1) The peptide sequence is EKKYFAATQFGPLAA. The MHC is HLA-DPA10201-DPB10101 with pseudo-sequence HLA-DPA10201-DPB10101. The binding affinity (normalized) is 1.00. (2) The peptide sequence is NIRLSHLTELQESVV. The MHC is DRB1_0101 with pseudo-sequence DRB1_0101. The binding affinity (normalized) is 0.466. (3) The peptide sequence is IIYCNNSLNKVSQFS. The MHC is DRB1_0101 with pseudo-sequence DRB1_0101. The binding affinity (normalized) is 0.395. (4) The peptide sequence is CCRCGARGPESRLL. The MHC is DRB1_0701 with pseudo-sequence DRB1_0701. The binding affinity (normalized) is 0. (5) The peptide sequence is EHGSDEWVAMTKGEG. The MHC is HLA-DPA10201-DPB10101 with pseudo-sequence HLA-DPA10201-DPB10101. The binding affinity (normalized) is 0.0481. (6) The peptide sequence is GNIVAVDIKPKDSDE. The MHC is HLA-DQA10401-DQB10402 with pseudo-sequence HLA-DQA10401-DQB10402. The binding affinity (normalized) is 0.0968. (7) The peptide sequence is AQMNQAFRNIVNMLH. The MHC is HLA-DQA10401-DQB10402 with pseudo-sequence HLA-DQA10401-DQB10402. The binding affinity (normalized) is 0.234. (8) The peptide sequence is YDKFLAWVSTVLTGK. The MHC is DRB1_1302 with pseudo-sequence DRB1_1302. The binding affinity (normalized) is 0.502.